From a dataset of Peptide-MHC class II binding affinity with 134,281 pairs from IEDB. Regression. Given a peptide amino acid sequence and an MHC pseudo amino acid sequence, predict their binding affinity value. This is MHC class II binding data. (1) The peptide sequence is AFKVAATAANAAPAD. The MHC is DRB1_0701 with pseudo-sequence DRB1_0701. The binding affinity (normalized) is 0.724. (2) The peptide sequence is DRYSVDADLQLGELI. The MHC is DRB3_0202 with pseudo-sequence DRB3_0202. The binding affinity (normalized) is 0. (3) The peptide sequence is LSILAILKGLYNFAT. The MHC is H-2-IAb with pseudo-sequence H-2-IAb. The binding affinity (normalized) is 0. (4) The peptide sequence is AYESYKFIPALEAAV. The MHC is HLA-DPA10201-DPB11401 with pseudo-sequence HLA-DPA10201-DPB11401. The binding affinity (normalized) is 0.763. (5) The peptide sequence is VLSYVIGLLPPDMVV. The MHC is DRB1_0405 with pseudo-sequence DRB1_0405. The binding affinity (normalized) is 0.818. (6) The peptide sequence is YLAILVKYVDGDGDV. The MHC is DRB1_1302 with pseudo-sequence DRB1_1302. The binding affinity (normalized) is 0.394. (7) The peptide sequence is EHAFYLDWAVHSFRI. The MHC is DRB5_0101 with pseudo-sequence DRB5_0101. The binding affinity (normalized) is 0.430.